This data is from Catalyst prediction with 721,799 reactions and 888 catalyst types from USPTO. The task is: Predict which catalyst facilitates the given reaction. (1) Reactant: [C:1]([O:5][C:6](=[O:23])[NH:7][C:8]1[CH:13]=[CH:12][C:11]([CH2:14][N:15]2[CH2:20][CH2:19][NH:18][CH2:17][C:16]2([CH3:22])[CH3:21])=[CH:10][N:9]=1)([CH3:4])([CH3:3])[CH3:2].[CH3:24][O:25][C:26]1[CH:33]=[CH:32][C:29]([CH2:30]Br)=[CH:28][CH:27]=1.C(N(CC)CC)C. Product: [C:1]([O:5][C:6](=[O:23])[NH:7][C:8]1[CH:13]=[CH:12][C:11]([CH2:14][N:15]2[CH2:20][CH2:19][N:18]([CH2:30][C:29]3[CH:32]=[CH:33][C:26]([O:25][CH3:24])=[CH:27][CH:28]=3)[CH2:17][C:16]2([CH3:22])[CH3:21])=[CH:10][N:9]=1)([CH3:4])([CH3:2])[CH3:3]. The catalyst class is: 2. (2) The catalyst class is: 5. Product: [NH2:29][CH:5]([CH:11]1[CH2:20][CH2:19][C:18]2[C:13](=[CH:14][CH:15]=[C:16]([CH2:21][CH2:22][CH2:23][CH2:24][CH2:25][CH2:26][CH2:27][CH3:28])[CH:17]=2)[CH2:12]1)[C:4]([OH:33])=[O:3]. Reactant: C([O:3][C:4](=[O:33])[C:5]([NH:29]C(=O)C)([CH:11]1[CH2:20][CH2:19][C:18]2[C:13](=[CH:14][CH:15]=[C:16]([CH2:21][CH2:22][CH2:23][CH2:24][CH2:25][CH2:26][CH2:27][CH3:28])[CH:17]=2)[CH2:12]1)C(OCC)=O)C.Cl. (3) Reactant: C([BH3-])#N.[Na+].[C:5]([O:8][CH2:9][C@H:10]1[CH2:15][C@@H:14]([O:16][C:17](=[O:19])[CH3:18])[CH2:13][CH2:12][C@@:11]1([C@H:21]1[CH2:29][CH2:28][C@@:27]2([CH3:30])[C@@H:23]([CH2:24][CH2:25][C:26]2=[CH2:31])[C@@H:22]1/[CH:32]=[N:33]\[O:34][CH3:35])[CH3:20])(=[O:7])[CH3:6]. Product: [C:5]([O:8][CH2:9][C@H:10]1[CH2:15][C@@H:14]([O:16][C:17](=[O:19])[CH3:18])[CH2:13][CH2:12][C@@:11]1([C@H:21]1[CH2:29][CH2:28][C@@:27]2([CH3:30])[C@@H:23]([CH2:24][CH2:25][C:26]2=[CH2:31])[C@@H:22]1[CH2:32][NH:33][O:34][CH3:35])[CH3:20])(=[O:7])[CH3:6]. The catalyst class is: 15. (4) Reactant: [Cl:1][C:2]1[CH:3]=[C:4]([CH3:14])[C:5]2[NH:10]C(=O)[O:8][C:7](=O)[C:6]=2[CH:13]=1.C(OCC)(=O)C.C(O)(=O)C.[CH3:25][NH2:26]. Product: [NH2:10][C:5]1[C:4]([CH3:14])=[CH:3][C:2]([Cl:1])=[CH:13][C:6]=1[C:7]([NH:26][CH3:25])=[O:8]. The catalyst class is: 6. (5) Reactant: [CH3:1][O:2][C:3]1[CH:8]=[C:7](/[CH:9]=[CH:10]/[C:11]2[CH:16]=[CH:15][C:14]([O:17][CH3:18])=[C:13]([O:19]C(=O)C)[CH:12]=2)[CH:6]=[C:5]([O:23][CH3:24])[CH:4]=1.C[O-].[Na+].Cl. Product: [CH3:24][O:23][C:5]1[CH:6]=[C:7](/[CH:9]=[CH:10]/[C:11]2[CH:16]=[CH:15][C:14]([O:17][CH3:18])=[C:13]([OH:19])[CH:12]=2)[CH:8]=[C:3]([O:2][CH3:1])[CH:4]=1. The catalyst class is: 5. (6) Reactant: [Br:1][C:2]1[CH:3]=[C:4]([C:9]2[N:13]([C:14]3[CH:19]=[CH:18][C:17]([O:20]C)=[C:16]([F:22])[C:15]=3[F:23])[N:12]=[N:11][N:10]=2)[C:5]([NH2:8])=[N:6][CH:7]=1.B(Br)(Br)Br. Product: [NH2:8][C:5]1[C:4]([C:9]2[N:13]([C:14]3[CH:19]=[CH:18][C:17]([OH:20])=[C:16]([F:22])[C:15]=3[F:23])[N:12]=[N:11][N:10]=2)=[CH:3][C:2]([Br:1])=[CH:7][N:6]=1. The catalyst class is: 2. (7) Reactant: C([O:3][C:4](=[O:33])[CH2:5][CH2:6][N:7]1[CH:12]=[C:11]([CH:13]([CH3:15])[CH3:14])[C@@:10]([C:17]2[CH:22]=[CH:21][C:20]([C:23]3[CH2:28][CH2:27][C:26]([CH3:30])([CH3:29])[CH2:25][CH:24]=3)=[C:19]([Cl:31])[CH:18]=2)([CH3:16])[NH:9][C:8]1=[O:32])C.[OH-].[Na+]. Product: [Cl:31][C:19]1[CH:18]=[C:17]([C@@:10]2([CH3:16])[C:11]([CH:13]([CH3:15])[CH3:14])=[CH:12][N:7]([CH2:6][CH2:5][C:4]([OH:33])=[O:3])[C:8](=[O:32])[NH:9]2)[CH:22]=[CH:21][C:20]=1[C:23]1[CH2:28][CH2:27][C:26]([CH3:29])([CH3:30])[CH2:25][CH:24]=1. The catalyst class is: 8.